This data is from Full USPTO retrosynthesis dataset with 1.9M reactions from patents (1976-2016). The task is: Predict the reactants needed to synthesize the given product. (1) Given the product [F:1][C:2]1[CH:7]=[CH:6][C:5]([CH:8]2[N:13]([C:41](=[O:45])[CH:42]([CH3:44])[CH3:43])[CH2:12][CH2:11][N:10]3[N:14]=[C:15]([N:17]([C:18]([O:20][C:21]([CH3:22])([CH3:23])[CH3:24])=[O:19])[C:25]([O:27][C:28]([CH3:31])([CH3:30])[CH3:29])=[O:26])[N:16]=[C:9]23)=[CH:4][CH:3]=1, predict the reactants needed to synthesize it. The reactants are: [F:1][C:2]1[CH:7]=[CH:6][C:5]([CH:8]2[NH:13][CH2:12][CH2:11][N:10]3[N:14]=[C:15]([N:17]([C:25]([O:27][C:28]([CH3:31])([CH3:30])[CH3:29])=[O:26])[C:18]([O:20][C:21]([CH3:24])([CH3:23])[CH3:22])=[O:19])[N:16]=[C:9]23)=[CH:4][CH:3]=1.C(N(C(C)C)CC)(C)C.[C:41](Cl)(=[O:45])[CH:42]([CH3:44])[CH3:43]. (2) Given the product [CH3:1][O:2][C@@H:3]1[CH2:7][N:6]2[C@@H:21]([C:26]([Cl:29])([Cl:28])[Cl:27])[O:20][C:18](=[O:19])[C@@H:5]2[CH2:4]1, predict the reactants needed to synthesize it. The reactants are: [CH3:1][O:2][C@@H:3]1[CH2:7][N:6](C(OCC2C=CC=CC=2)=O)[C@H:5]([C:18]([O:20][CH3:21])=[O:19])[CH2:4]1.[OH-].[Na+].O=C[C:26]([Cl:29])([Cl:28])[Cl:27].C(#N)C. (3) Given the product [N:10]1[CH:11]=[CH:12][CH:13]=[C:8]([C:6]2[N:5]=[C:4]([C:14]3[CH:19]=[CH:18][CH:17]=[CH:16][N:15]=3)[N:3]=[C:2]([NH:20][CH2:21][CH2:22][C:23]3[CH:28]=[CH:27][C:26]([OH:29])=[CH:25][CH:24]=3)[CH:7]=2)[CH:9]=1, predict the reactants needed to synthesize it. The reactants are: Cl[C:2]1[CH:7]=[C:6]([C:8]2[CH:9]=[N:10][CH:11]=[CH:12][CH:13]=2)[N:5]=[C:4]([C:14]2[CH:19]=[CH:18][CH:17]=[CH:16][N:15]=2)[N:3]=1.[NH2:20][CH2:21][CH2:22][C:23]1[CH:28]=[CH:27][C:26]([OH:29])=[CH:25][CH:24]=1.CCN(C(C)C)C(C)C. (4) Given the product [CH3:15][C:4]1[CH:5]=[C:6]([C:9]2[CH:13]=[CH:12][N:11]([CH3:14])[N:10]=2)[CH:7]=[CH:8][C:3]=1[OH:2], predict the reactants needed to synthesize it. The reactants are: C[O:2][C:3]1[CH:8]=[CH:7][C:6]([C:9]2[CH:13]=[CH:12][N:11]([CH3:14])[N:10]=2)=[CH:5][C:4]=1[CH3:15].Br. (5) Given the product [F:14][C:15]1[CH:16]=[CH:17][CH:18]=[C:19]2[C:23]=1[NH:22][CH:21]=[C:20]2[CH2:24][NH:6][CH3:5], predict the reactants needed to synthesize it. The reactants are: BrC1C=C[C:5](NCC(OC)=O)=[N:6]C=1.[F:14][C:15]1[CH:16]=[CH:17][CH:18]=[C:19]2[C:23]=1[NH:22][CH:21]=[C:20]2[CH:24]=O.CN1C2C(=CC=CC=2)C(C)=C1C=O. (6) Given the product [CH3:1][N:2]1[CH:6]=[C:5]([C:7]2[CH:8]=[CH:9][C:10]3[N:11]([C:17]([SH:18])=[N:14][N:13]=3)[N:12]=2)[CH:4]=[N:3]1, predict the reactants needed to synthesize it. The reactants are: [CH3:1][N:2]1[CH:6]=[C:5]([C:7]2[N:12]=[N:11][C:10]([NH:13][NH2:14])=[CH:9][CH:8]=2)[CH:4]=[N:3]1.[OH-].[K+].[C:17](=S)=[S:18]. (7) Given the product [CH2:10]([O:12][C:13](=[O:23])[CH:14]=[CH:15][C:16]1[CH:21]=[CH:20][CH:19]=[C:18]([NH:22][C:7]([C:5]2[N:6]=[C:2]([Cl:1])[S:3][CH:4]=2)=[O:9])[CH:17]=1)[CH3:11], predict the reactants needed to synthesize it. The reactants are: [Cl:1][C:2]1[S:3][CH:4]=[C:5]([C:7]([OH:9])=O)[N:6]=1.[CH2:10]([O:12][C:13](=[O:23])[CH:14]=[CH:15][C:16]1[CH:21]=[CH:20][CH:19]=[C:18]([NH2:22])[CH:17]=1)[CH3:11]. (8) Given the product [C:1]([C:3]1[C:8]([O:9][CH2:10][C@H:11]2[CH2:15][CH2:14][CH2:13][N:12]2[C:16]([O:18][C:19]([CH3:22])([CH3:21])[CH3:20])=[O:17])=[CH:7][CH:6]=[CH:5][N:4]=1)(=[O:23])[NH2:2], predict the reactants needed to synthesize it. The reactants are: [C:1]([C:3]1[C:8]([O:9][CH2:10][C@H:11]2[CH2:15][CH2:14][CH2:13][N:12]2[C:16]([O:18][C:19]([CH3:22])([CH3:21])[CH3:20])=[O:17])=[CH:7][CH:6]=[CH:5][N:4]=1)#[N:2].[OH-:23].[K+].O.